Dataset: Full USPTO retrosynthesis dataset with 1.9M reactions from patents (1976-2016). Task: Predict the reactants needed to synthesize the given product. (1) Given the product [Si:20]([O:8][CH2:7][CH:4]1[CH2:5][CH2:6][NH:1][CH2:2][CH2:3]1)([C:16]([CH3:19])([CH3:18])[CH3:17])([C:28]1[CH:29]=[CH:30][CH:31]=[CH:32][CH:33]=1)[C:22]1[CH:27]=[CH:26][CH:25]=[CH:24][CH:23]=1, predict the reactants needed to synthesize it. The reactants are: [NH:1]1[CH2:6][CH2:5][CH:4]([CH2:7][OH:8])[CH2:3][CH2:2]1.C(N(CC)CC)C.[C:16]([Si:20]([C:28]1[CH:33]=[CH:32][CH:31]=[CH:30][CH:29]=1)([C:22]1[CH:27]=[CH:26][CH:25]=[CH:24][CH:23]=1)Cl)([CH3:19])([CH3:18])[CH3:17]. (2) Given the product [CH2:49]([O:44][C:43]([C:26]1[CH:27]([C:19]2[CH:20]=[CH:21][N:16]=[CH:17][C:18]=2[F:7])[C:3]2[C:1]([NH2:2])=[C:34]([C:35]([C:37]3[CH:38]=[N:39][CH:40]=[CH:41][CH:42]=3)=[O:36])[S:5][C:4]=2[NH:6][C:22]=1[CH2:23][CH3:24])=[O:46])[CH3:50], predict the reactants needed to synthesize it. The reactants are: [C:1]([CH2:3][C:4]([NH2:6])=[S:5])#[N:2].[F:7]C1C=C(C=O)C=CN=1.[NH:16]1[CH2:21][CH2:20][CH2:19][CH2:18][CH2:17]1.[C:22]([CH2:26][C:27](OCC)=O)(=O)[CH2:23][CH3:24].Br.Br[CH2:34][C:35]([C:37]1[CH:38]=[N:39][CH:40]=[CH:41][CH:42]=1)=[O:36].[C:43](=[O:46])([O-])[O-:44].[K+].[K+].[CH2:49](O)[CH3:50]. (3) Given the product [CH2:7]([O:14][C:15]1[CH:16]=[C:17]([NH:21][C:5]([NH:4][CH2:3][CH2:2][Cl:1])=[S:6])[CH:18]=[CH:19][CH:20]=1)[C:8]1[CH:9]=[CH:10][CH:11]=[CH:12][CH:13]=1, predict the reactants needed to synthesize it. The reactants are: [Cl:1][CH2:2][CH2:3][N:4]=[C:5]=[S:6].[CH2:7]([O:14][C:15]1[CH:16]=[C:17]([NH2:21])[CH:18]=[CH:19][CH:20]=1)[C:8]1[CH:13]=[CH:12][CH:11]=[CH:10][CH:9]=1. (4) Given the product [Si:23]([O:22][CH2:21][C:18]1[CH:19]=[CH:20][N:15]2[N:14]=[CH:32][C:31]([C:30]([O:34][CH3:35])=[O:33])=[C:16]2[CH:17]=1)([C:26]([CH3:29])([CH3:28])[CH3:27])([CH3:24])[CH3:25], predict the reactants needed to synthesize it. The reactants are: [N+](C1C=C([N+]([O-])=O)C=CC=1[O-])([O-])=O.[NH2:14][N+:15]1[CH:20]=[CH:19][C:18]([CH2:21][O:22][Si:23]([C:26]([CH3:29])([CH3:28])[CH3:27])([CH3:25])[CH3:24])=[CH:17][CH:16]=1.[C:30]([O:34][CH3:35])(=[O:33])[C:31]#[CH:32].C([O-])([O-])=O.[K+].[K+].O. (5) Given the product [C:1]([O:5][C:6](=[O:37])[CH2:7][O:8][C:9]1[C:14]2[CH2:15][CH2:16][CH2:17][CH2:18][CH:19]([NH:20][S:21]([C:24]3[CH:29]=[C:28]([C:30]([F:31])([F:32])[F:33])[CH:27]=[C:26]([CH:34]([CH3:35])[CH3:36])[CH:25]=3)(=[O:23])=[O:22])[C:13]=2[CH:12]=[CH:11][CH:10]=1)([CH3:4])([CH3:3])[CH3:2], predict the reactants needed to synthesize it. The reactants are: [C:1]([O:5][C:6](=[O:37])[CH2:7][O:8][C:9]1[C:14]2[CH2:15][CH2:16][CH2:17][CH2:18][CH:19]([NH:20][S:21]([C:24]3[CH:29]=[C:28]([C:30]([F:33])([F:32])[F:31])[CH:27]=[C:26]([C:34]([CH3:36])=[CH2:35])[CH:25]=3)(=[O:23])=[O:22])[C:13]=2[CH:12]=[CH:11][CH:10]=1)([CH3:4])([CH3:3])[CH3:2]. (6) Given the product [CH2:1]([O:3][C:4]([C@@H:6]1[C@H:8]([C:9]2[CH:14]=[CH:13][CH:12]=[CH:11][CH:10]=2)[C@H:7]1[C:15]1[CH:20]=[CH:19][C:18]([NH:21][C:32](=[O:36])[CH:33]([CH3:35])[CH3:34])=[C:17]([Br:22])[CH:16]=1)=[O:5])[CH3:2], predict the reactants needed to synthesize it. The reactants are: [CH2:1]([O:3][C:4]([C@@H:6]1[C@H:8]([C:9]2[CH:14]=[CH:13][CH:12]=[CH:11][CH:10]=2)[C@H:7]1[C:15]1[CH:20]=[CH:19][C:18]([NH2:21])=[C:17]([Br:22])[CH:16]=1)=[O:5])[CH3:2].CCN(C(C)C)C(C)C.[C:32](Cl)(=[O:36])[CH:33]([CH3:35])[CH3:34].O. (7) Given the product [C:48]([C:45]1([NH:44][C:20]([C:19]2[C:13]3[C:14](=[N:15][CH:16]=[C:11]([C:6]4[C:5]5[C:9](=[CH:10][C:2]([CH3:1])=[CH:3][CH:4]=5)[NH:8][N:7]=4)[N:12]=3)[NH:17][CH:18]=2)=[O:22])[CH2:47][CH2:46]1)#[N:49], predict the reactants needed to synthesize it. The reactants are: [CH3:1][C:2]1[CH:10]=[C:9]2[C:5]([C:6]([C:11]3[N:12]=[C:13]4[C:19]([C:20]([OH:22])=O)=[CH:18][NH:17][C:14]4=[N:15][CH:16]=3)=[N:7][NH:8]2)=[CH:4][CH:3]=1.CCN(C(C)C)C(C)C.CCN=C=NCCCN(C)C.Cl.[NH2:44][C:45]1([C:48]#[N:49])[CH2:47][CH2:46]1. (8) The reactants are: [CH:1]1([C:5]2[N:6]=[C:7]([CH2:10][CH2:11][C:12]3[CH:40]=[CH:39][N:15]4[C:16](=[O:38])[C:17](/[CH:29]=[CH:30]/[C:31]([O:33][C:34]([CH3:37])([CH3:36])[CH3:35])=[O:32])=[C:18]([N:20]5[CH2:25][CH2:24]C[CH:22]([O:26]C=O)[CH2:21]5)[N:19]=[C:14]4[CH:13]=3)[S:8][CH:9]=2)[CH2:4][CH2:3][CH2:2]1.C1(C2N=C(CCC3C=CN4C(=O)C(C=O)=C(N5CCOCC5)N=C4C=3)SC=2)CCC1.C1(P(=O)(C2C=CC=CC=2)C2C=CC=CC=2)C=CC=CC=1. Given the product [CH:1]1([C:5]2[N:6]=[C:7]([CH2:10][CH2:11][C:12]3[CH:40]=[CH:39][N:15]4[C:16](=[O:38])[C:17](/[CH:29]=[CH:30]/[C:31]([O:33][C:34]([CH3:37])([CH3:35])[CH3:36])=[O:32])=[C:18]([N:20]5[CH2:25][CH2:24][O:26][CH2:22][CH2:21]5)[N:19]=[C:14]4[CH:13]=3)[S:8][CH:9]=2)[CH2:4][CH2:3][CH2:2]1, predict the reactants needed to synthesize it.